This data is from Peptide-MHC class I binding affinity with 185,985 pairs from IEDB/IMGT. The task is: Regression. Given a peptide amino acid sequence and an MHC pseudo amino acid sequence, predict their binding affinity value. This is MHC class I binding data. The peptide sequence is LAYEHDVPI. The MHC is HLA-A29:02 with pseudo-sequence HLA-A29:02. The binding affinity (normalized) is 0.0847.